From a dataset of Full USPTO retrosynthesis dataset with 1.9M reactions from patents (1976-2016). Predict the reactants needed to synthesize the given product. (1) Given the product [CH3:29][O:12][C:11](=[O:13])[C@H:10]([CH3:14])[CH2:9][C@H:8]([NH:15][C:16]([O:18][C:19]([CH3:22])([CH3:20])[CH3:21])=[O:17])[CH2:7][C:4]1[CH:3]=[CH:2][C:1]([C:23]2[CH:24]=[CH:25][CH:26]=[CH:27][CH:28]=2)=[CH:6][CH:5]=1, predict the reactants needed to synthesize it. The reactants are: [C:1]1([C:23]2[CH:28]=[CH:27][CH:26]=[CH:25][CH:24]=2)[CH:6]=[CH:5][C:4]([CH2:7][C@@H:8]([NH:15][C:16]([O:18][C:19]([CH3:22])([CH3:21])[CH3:20])=[O:17])[CH2:9][C@@H:10]([CH3:14])[C:11]([OH:13])=[O:12])=[CH:3][CH:2]=1.[C:29](=O)([O-])[O-].[Cs+].[Cs+].CI.C(OC(C)C)(=O)C. (2) Given the product [CH2:1]([O:3][C:4]([C:6]1([CH2:12][NH2:13])[CH2:11][CH2:10][CH2:9][CH2:8][CH2:7]1)=[O:5])[CH3:2], predict the reactants needed to synthesize it. The reactants are: [CH2:1]([O:3][C:4]([C:6]1([C:12]#[N:13])[CH2:11][CH2:10][CH2:9][CH2:8][CH2:7]1)=[O:5])[CH3:2].N.